This data is from Forward reaction prediction with 1.9M reactions from USPTO patents (1976-2016). The task is: Predict the product of the given reaction. (1) Given the reactants [C:1]([CH:5]1[CH2:10][CH2:9][CH:8]([NH:11][CH2:12][C:13]2[CH:18]=[CH:17][C:16]([C:19](=[O:31])[CH2:20][C:21]3[N:22]=[N:23][N:24](C(OC)(C)C)[N:25]=3)=[CH:15][CH:14]=2)[CH2:7][CH2:6]1)([CH3:4])([CH3:3])[CH3:2].[F:32][C:33]([F:48])([F:47])[C:34]1[CH:35]=[C:36]([N:44]=[C:45]=[O:46])[CH:37]=[C:38]([C:40]([F:43])([F:42])[F:41])[CH:39]=1, predict the reaction product. The product is: [F:32][C:33]([F:47])([F:48])[C:34]1[CH:35]=[C:36]([NH:44][C:45](=[O:46])[N:11]([CH:8]2[CH2:9][CH2:10][CH:5]([C:1]([CH3:3])([CH3:2])[CH3:4])[CH2:6][CH2:7]2)[CH2:12][C:13]2[CH:18]=[CH:17][C:16]([C:19](=[O:31])[CH2:20][C:21]3[N:25]=[N:24][NH:23][N:22]=3)=[CH:15][CH:14]=2)[CH:37]=[C:38]([C:40]([F:43])([F:41])[F:42])[CH:39]=1. (2) Given the reactants [CH3:1][O:2][C:3]1[CH:8]=[CH:7][C:6]([CH2:9][C:10]([OH:12])=O)=[CH:5][CH:4]=1.Cl.[CH3:14][NH:15][O:16][CH3:17].CCN(CC)CC.CCN=C=NCCCN(C)C, predict the reaction product. The product is: [CH3:17][O:16][N:15]([CH3:14])[C:10](=[O:12])[CH2:9][C:6]1[CH:5]=[CH:4][C:3]([O:2][CH3:1])=[CH:8][CH:7]=1. (3) Given the reactants [C:1](Cl)(=[O:5])[C:2](Cl)=[O:3].[Cl:7][C:8]1[CH:13]=[CH:12][C:11]([C:14]2[NH:15][C:16]3[C:21]([CH:22]=2)=[C:20]([Cl:23])[CH:19]=[CH:18][CH:17]=3)=[CH:10][C:9]=1[S:24]([NH:27][CH:28]1[CH2:33][CH2:32][CH2:31][CH2:30][CH2:29]1)(=[O:26])=[O:25].[CH3:34][OH:35], predict the reaction product. The product is: [CH3:34][O:35][C:1](=[O:5])[C:2]([C:22]1[C:21]2[C:16](=[CH:17][CH:18]=[CH:19][C:20]=2[Cl:23])[NH:15][C:14]=1[C:11]1[CH:12]=[CH:13][C:8]([Cl:7])=[C:9]([S:24](=[O:25])(=[O:26])[NH:27][CH:28]2[CH2:33][CH2:32][CH2:31][CH2:30][CH2:29]2)[CH:10]=1)=[O:3]. (4) The product is: [NH2:10][C:4]1[C:3]([CH3:13])=[C:2]([Br:1])[CH:7]=[C:6]([F:8])[C:5]=1[OH:9]. Given the reactants [Br:1][C:2]1[CH:7]=[C:6]([F:8])[C:5]([OH:9])=[C:4]([N+:10]([O-])=O)[C:3]=1[CH3:13], predict the reaction product.